This data is from Reaction yield outcomes from USPTO patents with 853,638 reactions. The task is: Predict the reaction yield, written as a fraction of the theoretical maximum amount of product (1.0 means a 100% yield; for example, 0.34 means a 34% yield). (1) The reactants are [NH2:1][C:2]1[N:3]([CH3:24])[C:4](=[O:23])[C:5]2([C:15]3[C:10](=[CH:11][CH:12]=[C:13](Br)[CH:14]=3)[O:9][CH:8]([C:17]3[CH:22]=[CH:21][CH:20]=[CH:19][CH:18]=3)[CH2:7]2)[N:6]=1.[C:25]([C:27]1[CH:32]=[CH:31][C:30](B(O)O)=[CH:29][CH:28]=1)#[N:26]. The catalyst is C1(C)C=CC=CC=1.C([O-])([O-])=O.[Na+].[Na+].C1C=CC([P]([Pd]([P](C2C=CC=CC=2)(C2C=CC=CC=2)C2C=CC=CC=2)([P](C2C=CC=CC=2)(C2C=CC=CC=2)C2C=CC=CC=2)[P](C2C=CC=CC=2)(C2C=CC=CC=2)C2C=CC=CC=2)(C2C=CC=CC=2)C2C=CC=CC=2)=CC=1. The product is [NH2:1][C:2]1[N:3]([CH3:24])[C:4](=[O:23])[C:5]2([C:15]3[C:10](=[CH:11][CH:12]=[C:13]([C:29]4[CH:28]=[C:27]([CH:32]=[CH:31][CH:30]=4)[C:25]#[N:26])[CH:14]=3)[O:9][CH:8]([C:17]3[CH:22]=[CH:21][CH:20]=[CH:19][CH:18]=3)[CH2:7]2)[N:6]=1. The yield is 0.0900. (2) The reactants are N[C:2]1[S:3][CH:4]=[C:5]([C:7]([OH:9])=[O:8])[N:6]=1.[ClH:10].N([O-])=O.[Na+].O. The catalyst is O1CCOCC1.[Cu](Cl)Cl.C(OCC)(=O)C. The product is [Cl:10][C:2]1[S:3][CH:4]=[C:5]([C:7]([OH:9])=[O:8])[N:6]=1. The yield is 0.550. (3) The reactants are [NH:1]1[C:9]2[C:4](=[CH:5][CH:6]=[CH:7][CH:8]=2)[CH:3]=[CH:2]1.[CH:10](=O)[CH2:11][CH2:12][CH2:13][CH2:14][CH2:15][CH2:16][CH2:17][CH2:18][CH2:19][CH2:20][CH2:21][CH2:22][CH3:23]. No catalyst specified. The product is [NH:1]1[C:9]2[C:4](=[CH:5][CH:6]=[CH:7][CH:8]=2)[C:3]([CH:10]([C:3]2[C:4]3[C:9](=[CH:8][CH:7]=[CH:6][CH:5]=3)[NH:1][CH:2]=2)[CH2:11][CH2:12][CH2:13][CH2:14][CH2:15][CH2:16][CH2:17][CH2:18][CH2:19][CH2:20][CH2:21][CH2:22][CH3:23])=[CH:2]1. The yield is 0.800. (4) The reactants are [Cl:1][C:2]1[CH:13]=[CH:12][C:5]2[NH:6][C:7](=[O:11])[O:8][C:9](=[O:10])[C:4]=2[CH:3]=1.[H-].[Na+].[CH2:16](I)[CH3:17].O. The catalyst is CN(C=O)C. The product is [Cl:1][C:2]1[CH:13]=[CH:12][C:5]2[N:6]([CH2:16][CH3:17])[C:7](=[O:11])[O:8][C:9](=[O:10])[C:4]=2[CH:3]=1. The yield is 0.600. (5) The reactants are [CH3:1][C:2]1[CH:3]=[C:4]2[C:9](=[CH:10][C:11]=1[O:12][CH3:13])[N:8]=[CH:7][CH:6]=[CH:5]2.C1C(=O)N([Br:21])C(=O)C1. The catalyst is CN(C=O)C.CCOC(C)=O. The product is [Br:21][C:10]1[C:11]([O:12][CH3:13])=[C:2]([CH3:1])[CH:3]=[C:4]2[C:9]=1[N:8]=[CH:7][CH:6]=[CH:5]2. The yield is 0.670. (6) The reactants are N[C:2]1[CH:3]=[C:4]([NH:12][C:13]([C:15]2[C:24](=[O:25])[C:23]3[C:18](=[CH:19][CH:20]=[CH:21][CH:22]=3)[NH:17][CH:16]=2)=[O:14])[CH:5]=[CH:6][C:7]=1[C:8]([CH3:11])([CH3:10])[CH3:9].[C:26](O)(=O)C.C=O.[C:32]([BH3-])#[N:33].[Na+]. The catalyst is C(Cl)Cl.CO.CCOCC. The product is [CH3:26][N:33]([CH3:32])[C:2]1[CH:3]=[C:4]([NH:12][C:13]([C:15]2[C:24](=[O:25])[C:23]3[C:18](=[CH:19][CH:20]=[CH:21][CH:22]=3)[NH:17][CH:16]=2)=[O:14])[CH:5]=[CH:6][C:7]=1[C:8]([CH3:11])([CH3:10])[CH3:9]. The yield is 0.170.